Dataset: CYP3A4 inhibition data for predicting drug metabolism from PubChem BioAssay. Task: Regression/Classification. Given a drug SMILES string, predict its absorption, distribution, metabolism, or excretion properties. Task type varies by dataset: regression for continuous measurements (e.g., permeability, clearance, half-life) or binary classification for categorical outcomes (e.g., BBB penetration, CYP inhibition). Dataset: cyp3a4_veith. (1) The compound is COc1cccc(-c2noc(-c3cccnc3)n2)c1. The result is 1 (inhibitor). (2) The compound is C#CCCCO/N=C1/C[C@@H](O)[C@@H](O)[C@H]2[C@@H]1CC[C@@H]1C(=O)N(Cc3ccc4c(c3)OCO4)C(=O)[C@H]12. The result is 1 (inhibitor). (3) The molecule is CC(C)NC(=O)N1CC[C@@]2(CCCN(C(=O)c3cc(C(F)(F)F)cc(C(F)(F)F)c3)C2)C1. The result is 1 (inhibitor). (4) The molecule is Cc1cccc(N(CC(=O)N2CCOCC2)S(C)(=O)=O)c1. The result is 0 (non-inhibitor). (5) The compound is CN(C)[C@H]1C(=O)C(C(=O)NCN[C@@H](CCCCN)C(=O)O)=C(O)[C@]2(O)C(=O)C3=C(O)c4c(O)cccc4[C@@](C)(O)[C@H]3C[C@@H]12. The result is 0 (non-inhibitor).